From a dataset of Catalyst prediction with 721,799 reactions and 888 catalyst types from USPTO. Predict which catalyst facilitates the given reaction. (1) Reactant: [NH2:1][C@@H:2]([C:5]([OH:7])=[O:6])[CH2:3][OH:4].C([BH3-])#N.[Na+].[CH:12](=O)[C:13]1[CH:18]=[CH:17][CH:16]=[CH:15][CH:14]=1. Product: [CH2:12]([NH:1][C@@H:2]([C:5]([OH:7])=[O:6])[CH2:3][OH:4])[C:13]1[CH:18]=[CH:17][CH:16]=[CH:15][CH:14]=1. The catalyst class is: 5. (2) Reactant: Cl.C(O[C:7]([N:9]1[CH2:14][CH2:13][N:12]([S:15]([C:18]2[CH:23]=[CH:22][C:21]([C:24]3[CH:29]=[CH:28][N:27]=[CH:26][CH:25]=3)=[CH:20][CH:19]=2)(=[O:17])=[O:16])[CH2:11][CH2:10]1)=[O:8])(C)(C)C.Cl.CO.[CH2:33]([Cl:35])[Cl:34].O1[CH2:40][CH2:39][CH2:38][CH2:37]1. Product: [ClH:34].[Cl:35][C:33]1[CH:37]=[C:38]2[C:26](=[CH:25][CH:24]=1)[NH:27][C:40]([C:7]([N:9]1[CH2:10][CH2:11][N:12]([S:15]([C:18]3[CH:19]=[CH:20][C:21]([C:24]4[CH:29]=[CH:28][N:27]=[CH:26][CH:25]=4)=[CH:22][CH:23]=3)(=[O:16])=[O:17])[CH2:13][CH2:14]1)=[O:8])=[CH:39]2. The catalyst class is: 5. (3) Reactant: Cl[C:2]1[N:7]=[C:6]([NH2:8])[C:5]([C:9]2[NH:13][N:12]=[N:11][N:10]=2)=[CH:4][N:3]=1.CCN(C(C)C)C(C)C.[CH2:23]([NH2:30])[C:24]1[CH:29]=[CH:28][CH:27]=[CH:26][CH:25]=1. Product: [CH2:23]([NH:30][C:2]1[N:7]=[C:6]([NH2:8])[C:5]([C:9]2[NH:13][N:12]=[N:11][N:10]=2)=[CH:4][N:3]=1)[C:24]1[CH:29]=[CH:28][CH:27]=[CH:26][CH:25]=1. The catalyst class is: 12. (4) Reactant: C(OP([CH2:9][C:10]#[N:11])(=O)OCC)C.[OH-].[K+].[CH3:14][O:15][C:16]1[CH:21]=[CH:20][C:19]([C:22]([C:24]2[CH:29]=[CH:28][C:27]([O:30][CH3:31])=[CH:26][CH:25]=2)=O)=[CH:18][CH:17]=1. Product: [CH3:31][O:30][C:27]1[CH:26]=[CH:25][C:24]([C:22]([C:19]2[CH:20]=[CH:21][C:16]([O:15][CH3:14])=[CH:17][CH:18]=2)=[CH:9][C:10]#[N:11])=[CH:29][CH:28]=1. The catalyst class is: 10. (5) Reactant: C(O)(=O)C(O)=O.[CH2:7]([NH:9][NH2:10])[CH3:8].O=[C:12]([C:18]1[CH:23]=[N:22][CH:21]=[CH:20][N:19]=1)[CH2:13][C:14](OC)=[O:15]. Product: [CH2:7]([N:9]1[C:14]([OH:15])=[CH:13][C:12]([C:18]2[CH:23]=[N:22][CH:21]=[CH:20][N:19]=2)=[N:10]1)[CH3:8]. The catalyst class is: 8. (6) Reactant: [F:1][C:2]([F:62])([F:61])[C:3]1[CH:4]=[C:5]([CH:58]=[CH:59][CH:60]=1)[CH2:6][NH:7][C:8]([C:10]1[CH:15]=[CH:14][N:13]=[C:12]([C:16]2[CH:21]=[C:20]([N:22]3[CH2:27][CH2:26][CH2:25][CH2:24][CH2:23]3)[CH:19]=[CH:18][C:17]=2[NH:28][C:29]([C:31]2[CH:32]=[C:33]([CH:55]=[CH:56][CH:57]=2)[CH2:34][N:35]([CH3:54])[CH2:36][CH2:37][O:38][CH2:39][CH2:40][O:41][CH2:42][CH2:43][O:44][CH2:45][CH2:46][C:47]([O:49]C(C)(C)C)=[O:48])=[O:30])[CH:11]=1)=[O:9].FC(F)(F)C(O)=O. Product: [CH3:54][N:35]([CH2:36][CH2:37][O:38][CH2:39][CH2:40][O:41][CH2:42][CH2:43][O:44][CH2:45][CH2:46][C:47]([OH:49])=[O:48])[CH2:34][C:33]1[CH:55]=[CH:56][CH:57]=[C:31]([C:29](=[O:30])[NH:28][C:17]2[CH:18]=[CH:19][C:20]([N:22]3[CH2:23][CH2:24][CH2:25][CH2:26][CH2:27]3)=[CH:21][C:16]=2[C:12]2[CH:11]=[C:10]([C:8](=[O:9])[NH:7][CH2:6][C:5]3[CH:58]=[CH:59][CH:60]=[C:3]([C:2]([F:1])([F:61])[F:62])[CH:4]=3)[CH:15]=[CH:14][N:13]=2)[CH:32]=1. The catalyst class is: 4. (7) Reactant: [Li+].[BH4-].C([O:5][C:6](=O)[CH2:7][C:8]1[N:17]=[C:16]2[C:11]([CH:12]([CH3:25])[CH2:13][CH2:14][N:15]2[C:18]([O:20][C:21]([CH3:24])([CH3:23])[CH3:22])=[O:19])=[CH:10][CH:9]=1)C. Product: [OH:5][CH2:6][CH2:7][C:8]1[N:17]=[C:16]2[C:11]([CH:12]([CH3:25])[CH2:13][CH2:14][N:15]2[C:18]([O:20][C:21]([CH3:24])([CH3:23])[CH3:22])=[O:19])=[CH:10][CH:9]=1. The catalyst class is: 1. (8) Reactant: [OH-].[Na+].[CH3:3][O:4][C:5]1[N:10]=[N:9][C:8]([N:11]2[C:15]([C:16]3[CH:21]=[CH:20][CH:19]=[CH:18][N:17]=3)=[CH:14][C:13]([C:22]([O:24]C)=[O:23])=[N:12]2)=[CH:7][CH:6]=1.Cl.C(Cl)(Cl)Cl.CO. Product: [CH3:3][O:4][C:5]1[N:10]=[N:9][C:8]([N:11]2[C:15]([C:16]3[CH:21]=[CH:20][CH:19]=[CH:18][N:17]=3)=[CH:14][C:13]([C:22]([OH:24])=[O:23])=[N:12]2)=[CH:7][CH:6]=1. The catalyst class is: 111. (9) Reactant: [Cl:1][C:2]1[C:7]([C:8]2[CH:13]=[CH:12][CH:11]=[C:10]([CH2:14][CH3:15])[CH:9]=2)=[C:6]([C@H:16]([OH:30])[C@@H:17]2[O:22][CH2:21][CH2:20][N:19]([C:23]([O:25][C:26]([CH3:29])([CH3:28])[CH3:27])=[O:24])[CH2:18]2)[CH:5]=[CH:4][CH:3]=1.O1[CH2:35][CH2:34][N:33]([C:36]([O:38][CH3:39])=[O:37])S1(=O)=O. Product: [Cl:1][C:2]1[C:7]([C:8]2[CH:13]=[CH:12][CH:11]=[C:10]([CH2:14][CH3:15])[CH:9]=2)=[C:6]([C@H:16]([O:30][CH2:35][CH2:34][NH:33][C:36]([O:38][CH3:39])=[O:37])[C@@H:17]2[O:22][CH2:21][CH2:20][N:19]([C:23]([O:25][C:26]([CH3:29])([CH3:28])[CH3:27])=[O:24])[CH2:18]2)[CH:5]=[CH:4][CH:3]=1. The catalyst class is: 3.